Dataset: Catalyst prediction with 721,799 reactions and 888 catalyst types from USPTO. Task: Predict which catalyst facilitates the given reaction. Product: [Cl:1][C:2]1[N:3]=[CH:4][C:5]2[N:6]([CH3:24])[C:7](=[O:21])[C:8]([F:19])([F:20])[CH2:9][N:10]([CH:13]3[CH2:18][CH2:17][CH2:16][CH2:15][CH2:14]3)[C:11]=2[N:12]=1. The catalyst class is: 44. Reactant: [Cl:1][C:2]1[N:3]=[CH:4][C:5]2[NH:6][C:7](=[O:21])[C:8]([F:20])([F:19])[CH2:9][N:10]([CH:13]3[CH2:18][CH2:17][CH2:16][CH2:15][CH2:14]3)[C:11]=2[N:12]=1.[H-].[Na+].[CH3:24]I.